The task is: Predict which catalyst facilitates the given reaction.. This data is from Catalyst prediction with 721,799 reactions and 888 catalyst types from USPTO. (1) Reactant: [Br:1][C:2]1[CH:3]=[C:4]([OH:9])[C:5]([Cl:8])=[N:6][CH:7]=1.ClCCCl.C(N(CC)CC)C.[CH3:21][O:22][CH2:23][CH2:24][O:25][CH2:26]Cl. Product: [Br:1][C:2]1[CH:3]=[C:4]([O:9][CH2:21][O:22][CH2:23][CH2:24][O:25][CH3:26])[C:5]([Cl:8])=[N:6][CH:7]=1. The catalyst class is: 5. (2) Reactant: Br[C:2]1[CH:3]=[N:4][CH:5]=[C:6]2[C:11]=1[N:10]=[C:9]([C:12]([N:14]1[CH2:17][CH:16]([O:18][CH3:19])[CH2:15]1)=[O:13])[CH:8]=[CH:7]2.[CH3:20][N:21]1[CH:25]=[CH:24][C:23]([C:26]2[CH:31]=[CH:30][C:29](B3OC(C)(C)C(C)(C)O3)=[CH:28][CH:27]=2)=[N:22]1.[O-]P([O-])([O-])=O.[K+].[K+].[K+]. Product: [CH3:19][O:18][CH:16]1[CH2:17][N:14]([C:12]([C:9]2[CH:8]=[CH:7][C:6]3[C:11](=[C:2]([C:29]4[CH:28]=[CH:27][C:26]([C:23]5[CH:24]=[CH:25][N:21]([CH3:20])[N:22]=5)=[CH:31][CH:30]=4)[CH:3]=[N:4][CH:5]=3)[N:10]=2)=[O:13])[CH2:15]1. The catalyst class is: 38.